Predict the reaction yield, written as a fraction of the theoretical maximum amount of product (1.0 means a 100% yield; for example, 0.34 means a 34% yield). From a dataset of Reaction yield outcomes from USPTO patents with 853,638 reactions. (1) The reactants are Cl[C:2]1[CH:7]=[C:6]([CH:8]2[CH2:10][CH2:9]2)[N:5]=[C:4]([C:11]2[CH:16]=[CH:15][CH:14]=[C:13]([Cl:17])[CH:12]=2)[N:3]=1.[NH2:18][C:19]1[N:24]=[CH:23][C:22]([CH2:25][C:26]([O:28][CH2:29][CH3:30])=[O:27])=[CH:21][CH:20]=1.C(=O)([O-])[O-].[Cs+].[Cs+]. The catalyst is O1CCOCC1.C(OCC)(=O)C.C([O-])(=O)C.[Pd+2].C([O-])(=O)C.C1C=CC(P(C2C(C3C(P(C4C=CC=CC=4)C4C=CC=CC=4)=CC=C4C=3C=CC=C4)=C3C(C=CC=C3)=CC=2)C2C=CC=CC=2)=CC=1. The product is [Cl:17][C:13]1[CH:12]=[C:11]([C:4]2[N:3]=[C:2]([NH:18][C:19]3[N:24]=[CH:23][C:22]([CH2:25][C:26]([O:28][CH2:29][CH3:30])=[O:27])=[CH:21][CH:20]=3)[CH:7]=[C:6]([CH:8]3[CH2:10][CH2:9]3)[N:5]=2)[CH:16]=[CH:15][CH:14]=1. The yield is 0.860. (2) The reactants are Cl[C:2]1[C:11]([CH:12]=[O:13])=[CH:10][C:9]2[C:4](=[CH:5][CH:6]=[C:7]([O:14][CH3:15])[CH:8]=2)[N:3]=1.[CH2:16]([NH2:19])[CH2:17][CH3:18]. The catalyst is C1COCC1. The product is [CH3:15][O:14][C:7]1[CH:8]=[C:9]2[C:4](=[CH:5][CH:6]=1)[N:3]=[C:2]([NH:19][CH2:16][CH2:17][CH3:18])[C:11]([CH:12]=[O:13])=[CH:10]2. The yield is 0.990. (3) The reactants are [OH:1][CH:2]1[CH2:7][CH2:6][N:5]([C:8]([O:10][C:11]([CH3:14])([CH3:13])[CH3:12])=[O:9])[CH2:4][CH2:3]1.C(N(CC)CC)C.[CH3:22][S:23](Cl)(=[O:25])=[O:24]. The catalyst is C1COCC1. The product is [CH3:22][S:23]([O:1][CH:2]1[CH2:3][CH2:4][N:5]([C:8]([O:10][C:11]([CH3:14])([CH3:13])[CH3:12])=[O:9])[CH2:6][CH2:7]1)(=[O:25])=[O:24]. The yield is 0.420. (4) The reactants are [CH3:1][CH:2]([N:4]1[C:12](/[CH:13]=[CH:14]/[C@H:15]([OH:24])[CH2:16][C@H:17]([OH:23])[CH2:18][C:19]([O:21]C)=[O:20])=[C:11]([C:25]2[CH:30]=[CH:29][C:28]([F:31])=[CH:27][CH:26]=2)[C:10]2[C:5]1=[CH:6][CH:7]=[CH:8][CH:9]=2)[CH3:3].[OH-].[Na+:33].C(#N)C. The catalyst is CO. The product is [CH3:3][CH:2]([N:4]1[C:12](/[CH:13]=[CH:14]/[CH:15]([OH:24])[CH2:16][CH:17]([OH:23])[CH2:18][C:19]([O-:21])=[O:20])=[C:11]([C:25]2[CH:26]=[CH:27][C:28]([F:31])=[CH:29][CH:30]=2)[C:10]2[CH:9]=[CH:8][CH:7]=[CH:6][C:5]1=2)[CH3:1].[Na+:33]. The yield is 0.607. (5) The reactants are O[Li].O.[CH2:4]([O:6][C:7](=[N:9][O:10][C:11]1[CH:16]=[CH:15][C:14]([C:17]([O:19]CC2C=CC=CC=2)=[O:18])=[CH:13][CH:12]=1)[CH3:8])[CH3:5].C1COCC1.CO.O. The catalyst is O. The product is [CH2:4]([O:6][C:7](=[N:9][O:10][C:11]1[CH:16]=[CH:15][C:14]([C:17]([OH:19])=[O:18])=[CH:13][CH:12]=1)[CH3:8])[CH3:5]. The yield is 0.940.